This data is from Reaction yield outcomes from USPTO patents with 853,638 reactions. The task is: Predict the reaction yield, written as a fraction of the theoretical maximum amount of product (1.0 means a 100% yield; for example, 0.34 means a 34% yield). (1) The reactants are Br[C:2]1[CH:10]=[CH:9][C:5]([C:6]([OH:8])=[O:7])=[CH:4][C:3]=1[O:11][CH3:12].[C:13]([O-:16])(O)=O.[Na+].[CH3:18]S(C)=O. The catalyst is C(Cl)Cl. The product is [CH3:18][O:8][C:6](=[O:7])[C:5]1[CH:9]=[CH:10][C:2]([CH:13]=[O:16])=[C:3]([O:11][CH3:12])[CH:4]=1. The yield is 0.790. (2) The reactants are Br[CH:2]([CH3:12])[C:3]([C:5]1[CH:10]=[CH:9][C:8]([CH3:11])=[CH:7][CH:6]=1)=O.[NH2:13][C:14]([NH2:16])=[S:15]. The catalyst is CCO. The product is [CH3:12][C:2]1[S:15][C:14]([NH2:16])=[N:13][C:3]=1[C:5]1[CH:10]=[CH:9][C:8]([CH3:11])=[CH:7][CH:6]=1. The yield is 0.990.